This data is from Reaction yield outcomes from USPTO patents with 853,638 reactions. The task is: Predict the reaction yield, written as a fraction of the theoretical maximum amount of product (1.0 means a 100% yield; for example, 0.34 means a 34% yield). (1) The reactants are C([O:3][C:4](=[O:31])[C:5]([CH3:30])([O:23][C:24]1[CH:29]=[CH:28][CH:27]=[CH:26][CH:25]=1)[CH2:6][C:7]1[CH:12]=[CH:11][C:10]([O:13][CH2:14][CH2:15][CH:16]2[CH2:20][NH:19][C:18](=[O:21])[N:17]2[CH3:22])=[CH:9][CH:8]=1)C.[H-].[Na+].[F:34][C:35]([F:45])([F:44])[C:36]1[CH:43]=[CH:42][C:39]([CH2:40]Br)=[CH:38][CH:37]=1. The catalyst is CN(C=O)C.CCOCC.Cl. The product is [CH3:30][C:5]([O:23][C:24]1[CH:29]=[CH:28][CH:27]=[CH:26][CH:25]=1)([CH2:6][C:7]1[CH:8]=[CH:9][C:10]([O:13][CH2:14][CH2:15][CH:16]2[CH2:20][N:19]([CH2:40][C:39]3[CH:38]=[CH:37][C:36]([C:35]([F:34])([F:44])[F:45])=[CH:43][CH:42]=3)[C:18](=[O:21])[N:17]2[CH3:22])=[CH:11][CH:12]=1)[C:4]([OH:3])=[O:31]. The yield is 0.490. (2) The reactants are [N:1]1[CH:6]=[CH:5][CH:4]=[C:3]([NH2:7])[CH:2]=1.N1C=CC=CC=1.Cl[C:15]([O:17][C:18]1[CH:23]=[CH:22][CH:21]=[CH:20][CH:19]=1)=[O:16]. The catalyst is CC#N. The product is [C:18]1([O:17][C:15](=[O:16])[NH:7][C:3]2[CH:2]=[N:1][CH:6]=[CH:5][CH:4]=2)[CH:23]=[CH:22][CH:21]=[CH:20][CH:19]=1. The yield is 0.800. (3) The reactants are [CH:1]1([C@@H:5]([NH:7][S:8]([C:10]([CH3:13])([CH3:12])[CH3:11])=[O:9])[CH3:6])[CH2:4][CH2:3][CH2:2]1.[H-].[Na+].Br[CH2:17][C:18]1[CH:23]=[CH:22][CH:21]=[CH:20][CH:19]=1. The catalyst is CN(C=O)C. The product is [CH2:17]([N:7]([C@H:5]([CH:1]1[CH2:4][CH2:3][CH2:2]1)[CH3:6])[S:8]([C:10]([CH3:12])([CH3:11])[CH3:13])=[O:9])[C:18]1[CH:23]=[CH:22][CH:21]=[CH:20][CH:19]=1. The yield is 0.910. (4) The reactants are [H-].[Na+].[C:3]([O:7][C:8]([N:10]1[CH2:17][CH2:16][C:13]2([CH2:15][CH2:14]2)[C@@H:12]([O:18][C:19]2[N:24]=[C:23]([C:25]3[C:33]4[C:28](=[CH:29][CH:30]=[C:31]([CH2:34][C:35]([O:37][CH:38]([CH3:40])[CH3:39])=[O:36])[CH:32]=4)[N:27]([C:41](OC(C)(C)C)=O)[N:26]=3)[CH:22]=[N:21][CH:20]=2)[CH2:11]1)=[O:9])([CH3:6])([CH3:5])[CH3:4].I[CH3:49]. The catalyst is C1COCC1.CCOC(C)=O. The product is [CH:38]([O:37][C:35](=[O:36])[CH:34]([C:31]1[CH:32]=[C:33]2[C:28](=[CH:29][CH:30]=1)[N:27]([CH3:41])[N:26]=[C:25]2[C:23]1[N:24]=[C:19]([O:18][C@H:12]2[CH2:11][N:10]([C:8]([O:7][C:3]([CH3:5])([CH3:4])[CH3:6])=[O:9])[CH2:17][CH2:16][C:13]32[CH2:14][CH2:15]3)[CH:20]=[N:21][CH:22]=1)[CH3:49])([CH3:39])[CH3:40]. The yield is 0.850.